Predict which catalyst facilitates the given reaction. From a dataset of Catalyst prediction with 721,799 reactions and 888 catalyst types from USPTO. (1) Reactant: C([N:5]1[C:13]2[CH:12]=[CH:11][N:10]=[C:9]([O:14][CH3:15])[C:8]=2[C:7]([C:16]2[CH:21]=[CH:20][C:19]([S:22]([NH2:25])(=[O:24])=[O:23])=[CH:18][CH:17]=2)=[N:6]1)(C)(C)C. Product: [CH3:15][O:14][C:9]1[C:8]2[C:7]([C:16]3[CH:17]=[CH:18][C:19]([S:22]([NH2:25])(=[O:24])=[O:23])=[CH:20][CH:21]=3)=[N:6][NH:5][C:13]=2[CH:12]=[CH:11][N:10]=1. The catalyst class is: 574. (2) Product: [CH2:1]([C:5]1[N:6]=[C:7]([CH3:28])[N:8]([C:36]2[CH:35]=[CH:34][C:33]3[O:29][CH2:30][CH2:31][C:32]=3[CH:37]=2)[C:9](=[O:27])[C:10]=1[CH2:11][C:12]1[CH:17]=[CH:16][C:15]([C:18]2[C:19]([C:24]#[N:25])=[CH:20][CH:21]=[CH:22][CH:23]=2)=[CH:14][C:13]=1[F:26])[CH2:2][CH2:3][CH3:4]. The catalyst class is: 297. Reactant: [CH2:1]([C:5]1[N:6]=[C:7]([CH3:28])[NH:8][C:9](=[O:27])[C:10]=1[CH2:11][C:12]1[CH:17]=[CH:16][C:15]([C:18]2[C:19]([C:24]#[N:25])=[CH:20][CH:21]=[CH:22][CH:23]=2)=[CH:14][C:13]=1[F:26])[CH2:2][CH2:3][CH3:4].[O:29]1[C:33]2[CH:34]=[CH:35][C:36](B(O)O)=[CH:37][C:32]=2[CH2:31][CH2:30]1.C(N(CC)CC)C.N1C=CC=CC=1.